Dataset: Catalyst prediction with 721,799 reactions and 888 catalyst types from USPTO. Task: Predict which catalyst facilitates the given reaction. Reactant: [C:1]([C:5]1[O:6][C:7]2[C:8](=[C:10]([C:32]#[N:33])[C:11]([CH3:31])=[C:12]([C:22]3[CH:27]=[CH:26][CH:25]=[C:24]([N+:28]([O-])=O)[CH:23]=3)[C:13]=2[N:14]2[CH2:18][CH2:17][C@H:16]([N:19]([CH3:21])[CH3:20])[CH2:15]2)[N:9]=1)([CH3:4])([CH3:3])[CH3:2]. Product: [NH2:28][C:24]1[CH:23]=[C:22]([C:12]2[C:13]([N:14]3[CH2:18][CH2:17][C@H:16]([N:19]([CH3:20])[CH3:21])[CH2:15]3)=[C:7]3[O:6][C:5]([C:1]([CH3:3])([CH3:4])[CH3:2])=[N:9][C:8]3=[C:10]([C:32]#[N:33])[C:11]=2[CH3:31])[CH:27]=[CH:26][CH:25]=1. The catalyst class is: 33.